Dataset: Full USPTO retrosynthesis dataset with 1.9M reactions from patents (1976-2016). Task: Predict the reactants needed to synthesize the given product. (1) Given the product [CH3:13][O:14][C:15]([C:17]1[S:26][C:20]2[N:21]=[CH:22][N:23]=[C:24]([NH:11][C:10]3[C:5]([O:4][CH2:3][CH:2]([F:1])[CH3:12])=[N:6][CH:7]=[CH:8][CH:9]=3)[C:19]=2[C:18]=1[CH3:27])=[O:16], predict the reactants needed to synthesize it. The reactants are: [F:1][CH:2]([CH3:12])[CH2:3][O:4][C:5]1[C:10]([NH2:11])=[CH:9][CH:8]=[CH:7][N:6]=1.[CH3:13][O:14][C:15]([C:17]1[S:26][C:20]2[N:21]=[CH:22][N:23]=[C:24](Cl)[C:19]=2[C:18]=1[CH3:27])=[O:16].Cl.CN1CCC(=C2C3C(=CC=CC=3)C=CC3C2=CC=CC=3)CC1. (2) Given the product [F:26][C:25]1[CH:24]=[CH:23][C:10]([CH2:11][C:12]2[C:21]3[C:16](=[CH:17][CH:18]=[CH:19][CH:20]=3)[C:15](=[O:22])[NH:14][N:13]=2)=[CH:9][C:8]=1[C:6]([N:4]1[CH2:3][CH:2]([NH:1][CH2:27][C:28]([CH3:31])([CH3:30])[CH3:29])[CH2:5]1)=[O:7], predict the reactants needed to synthesize it. The reactants are: [NH2:1][CH:2]1[CH2:5][N:4]([C:6]([C:8]2[CH:9]=[C:10]([CH:23]=[CH:24][C:25]=2[F:26])[CH2:11][C:12]2[C:21]3[C:16](=[CH:17][CH:18]=[CH:19][CH:20]=3)[C:15](=[O:22])[NH:14][N:13]=2)=[O:7])[CH2:3]1.[CH:27](=O)[C:28]([CH3:31])([CH3:30])[CH3:29].C(O[BH-](OC(=O)C)OC(=O)C)(=O)C.[Na+]. (3) Given the product [ClH:49].[ClH:49].[ClH:49].[NH2:41][C:37]1([C:34]2[CH:35]=[CH:36][C:31]([N:30]3[C:11]4=[N:12][C:13]([C:16]5[CH:21]=[CH:20][CH:19]=[C:18]([N:22]6[CH2:23][CH:24]7[O:29][CH:27]([CH2:26][CH2:25]7)[CH2:28]6)[CH:17]=5)=[CH:14][CH:15]=[C:10]4[N:9]=[C:8]3[C:7]3[C:2]([NH2:1])=[N:3][CH:4]=[CH:5][CH:6]=3)=[CH:32][CH:33]=2)[CH2:38][CH2:39][CH2:40]1, predict the reactants needed to synthesize it. The reactants are: [NH2:1][C:2]1[C:7]([C:8]2[N:30]([C:31]3[CH:36]=[CH:35][C:34]([C:37]4([NH:41]C(=O)OC(C)(C)C)[CH2:40][CH2:39][CH2:38]4)=[CH:33][CH:32]=3)[C:11]3=[N:12][C:13]([C:16]4[CH:21]=[CH:20][CH:19]=[C:18]([N:22]5[CH2:28][CH:27]6[O:29][CH:24]([CH2:25][CH2:26]6)[CH2:23]5)[CH:17]=4)=[CH:14][CH:15]=[C:10]3[N:9]=2)=[CH:6][CH:5]=[CH:4][N:3]=1.[ClH:49].O1CCOCC1. (4) Given the product [CH3:35][O:34][C:25]1[CH:24]=[C:23]([C:21]2[C:3]([C:4]([O:6][CH2:7][CH3:8])=[O:5])=[C:2]([C:9]3[C:10]([C:15]([F:18])([F:16])[F:17])=[N:11][CH:12]=[CH:13][CH:14]=3)[O:1][CH:20]=2)[CH:28]=[C:27]([N+:29]([O-:31])=[O:30])[C:26]=1[O:32][CH3:33], predict the reactants needed to synthesize it. The reactants are: [O:1]=[C:2]([C:9]1[C:10]([C:15]([F:18])([F:17])[F:16])=[N:11][CH:12]=[CH:13][CH:14]=1)[CH2:3][C:4]([O:6][CH2:7][CH3:8])=[O:5].Br[CH2:20][C:21]([C:23]1[CH:28]=[C:27]([N+:29]([O-:31])=[O:30])[C:26]([O:32][CH3:33])=[C:25]([O:34][CH3:35])[CH:24]=1)=O.Cl. (5) Given the product [CH:17]([NH:20][C@H:29]([C:30]([NH:20][C@@H:17]1[C@@H:15]2[C@@H:14]([CH2:13][N:12]([S:9]([C:5]3[CH:6]=[CH:7][CH:8]=[C:3]([C:2]([F:1])([F:21])[F:22])[CH:4]=3)(=[O:10])=[O:11])[CH2:16]2)[CH2:19][CH2:18]1)=[O:31])[CH2:27][CH:24]([CH3:25])[CH3:26])([CH3:18])[CH3:15], predict the reactants needed to synthesize it. The reactants are: [F:1][C:2]([F:22])([F:21])[C:3]1[CH:4]=[C:5]([S:9]([N:12]2[CH2:16][C@H:15]3[C@H:17]([NH2:20])[CH2:18][CH2:19][C@H:14]3[CH2:13]2)(=[O:11])=[O:10])[CH:6]=[CH:7][CH:8]=1.C(=O)[C:24]([CH3:27])([CH3:26])[CH3:25].[CH3:29][C:30](C)=[O:31]. (6) The reactants are: [CH3:1][C:2]1[CH:7]=[C:6]([O:8][CH2:9][CH:10]2[CH2:14][CH2:13][CH2:12][O:11]2)[CH:5]=[C:4]([CH3:15])[C:3]=1[C:16]1[CH:21]=[CH:20][CH:19]=[C:18]([CH2:22][O:23][C:24]2[CH:29]=[CH:28][C:27]([C:30]3([CH2:34][C:35]([O:37]CC)=[O:36])[CH2:33][O:32][CH2:31]3)=[CH:26][CH:25]=2)[CH:17]=1. Given the product [CH3:15][C:4]1[CH:5]=[C:6]([O:8][CH2:9][CH:10]2[CH2:14][CH2:13][CH2:12][O:11]2)[CH:7]=[C:2]([CH3:1])[C:3]=1[C:16]1[CH:21]=[CH:20][CH:19]=[C:18]([CH2:22][O:23][C:24]2[CH:25]=[CH:26][C:27]([C:30]3([CH2:34][C:35]([OH:37])=[O:36])[CH2:33][O:32][CH2:31]3)=[CH:28][CH:29]=2)[CH:17]=1, predict the reactants needed to synthesize it. (7) Given the product [F:14][C:10]1[CH:9]=[C:8]([C:5]2[N:4]=[N:3][C:2]([NH:16][NH2:17])=[N:7][CH:6]=2)[CH:13]=[CH:12][CH:11]=1, predict the reactants needed to synthesize it. The reactants are: Cl[C:2]1[N:3]=[N:4][C:5]([C:8]2[CH:13]=[CH:12][CH:11]=[C:10]([F:14])[CH:9]=2)=[CH:6][N:7]=1.O.[NH2:16][NH2:17]. (8) Given the product [Cl:1][C:2]1[CH:3]=[C:4]2[C:9](=[CH:10][CH:11]=1)[N:8]([CH3:27])[CH:7]([C:12]([F:15])([F:14])[F:13])[C:6]([C:16]([O:18][CH2:19][CH3:20])=[O:17])=[CH:5]2, predict the reactants needed to synthesize it. The reactants are: [Cl:1][C:2]1[CH:3]=[C:4]2[C:9](=[CH:10][CH:11]=1)[NH:8][CH:7]([C:12]([F:15])([F:14])[F:13])[C:6]([C:16]([O:18][CH2:19][CH3:20])=[O:17])=[CH:5]2.[OH-].[Na+].S(OC)(O[CH3:27])(=O)=O.CCCCCC.